Task: Predict the reactants needed to synthesize the given product.. Dataset: Full USPTO retrosynthesis dataset with 1.9M reactions from patents (1976-2016) (1) Given the product [N:13]1[C:12]([C:14]2[N:18]([CH:19]([CH3:20])[CH3:21])[N:17]=[C:16]([NH:22][CH3:23])[N:15]=2)=[CH:11][N:7]2[C:6]=1[C:5]1[CH:24]=[CH:25][CH:2]=[CH:3][C:4]=1[O:10][CH2:9][CH2:8]2, predict the reactants needed to synthesize it. The reactants are: Br[C:2]1[CH:25]=[CH:24][C:5]2[C:6]3[N:7]([CH:11]=[C:12]([C:14]4[N:18]([CH:19]([CH3:21])[CH3:20])[N:17]=[C:16]([NH:22][CH3:23])[N:15]=4)[N:13]=3)[CH2:8][CH2:9][O:10][C:4]=2[CH:3]=1. (2) Given the product [Br:1][C:2]1[CH:3]=[N:4][N:5]2[CH:10]=[CH:9][C:8]([N:11]3[CH2:15][CH2:14][C@H:13]([NH:16][CH3:17])[CH2:12]3)=[N:7][C:6]=12, predict the reactants needed to synthesize it. The reactants are: [Br:1][C:2]1[CH:3]=[N:4][N:5]2[CH:10]=[CH:9][C:8]([N:11]3[CH2:15][CH2:14][C@H:13]([NH:16][C:17](=O)OC(C)(C)C)[CH2:12]3)=[N:7][C:6]=12.IC.[H-].[Na+]. (3) The reactants are: [F:1][C:2]1[CH:11]=[CH:10][C:5]([C:6]([O:8][CH3:9])=[O:7])=[CH:4][C:3]=1[N:12]1[C:17]([CH3:18])=[CH:16][C:15]([OH:19])=[CH:14][C:13]1=[O:20].N12CCCN=C1CCCCC2.[F:32][C:33]1[CH:40]=[C:39]([F:41])[CH:38]=[CH:37][C:34]=1[CH2:35]Br.C([O-])(O)=O.[Na+]. Given the product [F:32][C:33]1[CH:40]=[C:39]([F:41])[CH:38]=[CH:37][C:34]=1[CH2:35][O:19][C:15]1[CH:16]=[C:17]([CH3:18])[N:12]([C:3]2[CH:4]=[C:5]([CH:10]=[CH:11][C:2]=2[F:1])[C:6]([O:8][CH3:9])=[O:7])[C:13](=[O:20])[CH:14]=1, predict the reactants needed to synthesize it. (4) Given the product [Cl:1][C:2]1[C:3]2[C:10]([S:27][C:24]3[CH:25]=[CH:26][C:21]([NH2:20])=[CH:22][CH:23]=3)=[CH:9][N:8]([CH2:12][O:13][CH2:14][CH2:15][Si:16]([CH3:19])([CH3:18])[CH3:17])[C:4]=2[N:5]=[CH:6][N:7]=1, predict the reactants needed to synthesize it. The reactants are: [Cl:1][C:2]1[C:3]2[C:10](I)=[CH:9][N:8]([CH2:12][O:13][CH2:14][CH2:15][Si:16]([CH3:19])([CH3:18])[CH3:17])[C:4]=2[N:5]=[CH:6][N:7]=1.[NH2:20][C:21]1[CH:26]=[CH:25][C:24]([SH:27])=[CH:23][CH:22]=1.C(=O)([O-])[O-].[K+].[K+]. (5) Given the product [CH3:16][C:13]1([CH3:17])[CH2:14][O:15][CH:10]([CH2:9][OH:8])[O:11][CH2:12]1, predict the reactants needed to synthesize it. The reactants are: C([O:8][CH2:9][CH:10]1[O:15][CH2:14][C:13]([CH3:17])([CH3:16])[CH2:12][O:11]1)C1C=CC=CC=1.[H][H]. (6) Given the product [Cl:1][C:2]1[CH:3]=[C:4]([C:5]([NH:33][CH2:32][CH2:31][S:28]([CH3:27])(=[O:30])=[O:29])=[O:7])[CH:8]=[CH:9][C:10]=1[C:11]([NH:12][C:13]1[CH:18]=[CH:17][C:16]([Cl:19])=[C:15]([C:20]2[CH:25]=[CH:24][CH:23]=[CH:22][N:21]=2)[CH:14]=1)=[O:26], predict the reactants needed to synthesize it. The reactants are: [Cl:1][C:2]1[CH:3]=[C:4]([CH:8]=[CH:9][C:10]=1[C:11](=[O:26])[NH:12][C:13]1[CH:18]=[CH:17][C:16]([Cl:19])=[C:15]([C:20]2[CH:25]=[CH:24][CH:23]=[CH:22][N:21]=2)[CH:14]=1)[C:5]([OH:7])=O.[CH3:27][S:28]([CH2:31][CH2:32][NH2:33])(=[O:30])=[O:29].